Predict which catalyst facilitates the given reaction. From a dataset of Catalyst prediction with 721,799 reactions and 888 catalyst types from USPTO. Reactant: [N:1]([CH2:4][CH2:5][O:6][CH2:7][CH2:8][N:9]([CH3:17])[C:10](=[O:16])[O:11][C:12]([CH3:15])([CH3:14])[CH3:13])=[N+]=[N-]. Product: [NH2:1][CH2:4][CH2:5][O:6][CH2:7][CH2:8][N:9]([CH3:17])[C:10](=[O:16])[O:11][C:12]([CH3:13])([CH3:14])[CH3:15]. The catalyst class is: 19.